Dataset: NCI-60 drug combinations with 297,098 pairs across 59 cell lines. Task: Regression. Given two drug SMILES strings and cell line genomic features, predict the synergy score measuring deviation from expected non-interaction effect. (1) Drug 1: CN1CCC(CC1)COC2=C(C=C3C(=C2)N=CN=C3NC4=C(C=C(C=C4)Br)F)OC. Drug 2: CC1=C(C=C(C=C1)NC2=NC=CC(=N2)N(C)C3=CC4=NN(C(=C4C=C3)C)C)S(=O)(=O)N.Cl. Cell line: 786-0. Synergy scores: CSS=10.7, Synergy_ZIP=2.76, Synergy_Bliss=6.46, Synergy_Loewe=1.64, Synergy_HSA=6.51. (2) Drug 1: CS(=O)(=O)CCNCC1=CC=C(O1)C2=CC3=C(C=C2)N=CN=C3NC4=CC(=C(C=C4)OCC5=CC(=CC=C5)F)Cl. Drug 2: CC12CCC3C(C1CCC2OP(=O)(O)O)CCC4=C3C=CC(=C4)OC(=O)N(CCCl)CCCl.[Na+]. Cell line: OVCAR-5. Synergy scores: CSS=19.8, Synergy_ZIP=3.39, Synergy_Bliss=5.04, Synergy_Loewe=0.271, Synergy_HSA=1.38. (3) Drug 1: CCC(=C(C1=CC=CC=C1)C2=CC=C(C=C2)OCCN(C)C)C3=CC=CC=C3.C(C(=O)O)C(CC(=O)O)(C(=O)O)O. Drug 2: CC(C)(C#N)C1=CC(=CC(=C1)CN2C=NC=N2)C(C)(C)C#N. Cell line: HL-60(TB). Synergy scores: CSS=4.47, Synergy_ZIP=-6.39, Synergy_Bliss=-24.7, Synergy_Loewe=-6.62, Synergy_HSA=-24.8. (4) Drug 1: C1CC(=O)NC(=O)C1N2CC3=C(C2=O)C=CC=C3N. Drug 2: C(CC(=O)O)C(=O)CN.Cl. Cell line: NCI/ADR-RES. Synergy scores: CSS=9.74, Synergy_ZIP=-0.700, Synergy_Bliss=0.842, Synergy_Loewe=3.17, Synergy_HSA=0.962.